From a dataset of Peptide-MHC class II binding affinity with 134,281 pairs from IEDB. Regression. Given a peptide amino acid sequence and an MHC pseudo amino acid sequence, predict their binding affinity value. This is MHC class II binding data. (1) The peptide sequence is EEREVLMWKFDSALARKH. The MHC is DRB1_0401 with pseudo-sequence DRB1_0401. The binding affinity (normalized) is 0.689. (2) The peptide sequence is KEAISPPDAASAAPL. The MHC is DRB1_0405 with pseudo-sequence DRB1_0405. The binding affinity (normalized) is 0.0511. (3) The peptide sequence is PKGGAESSSKAALTS. The MHC is HLA-DPA10103-DPB10301 with pseudo-sequence HLA-DPA10103-DPB10301. The binding affinity (normalized) is 0.0671. (4) The peptide sequence is MDYFIRMWNQAALAM. The MHC is DRB1_0802 with pseudo-sequence DRB1_0802. The binding affinity (normalized) is 0. (5) The peptide sequence is YDKFLANVSTVLTGW. The MHC is DRB1_0802 with pseudo-sequence DRB1_0802. The binding affinity (normalized) is 0.827. (6) The peptide sequence is PNESYKKQVTIRIGC. The MHC is HLA-DQA10101-DQB10501 with pseudo-sequence HLA-DQA10101-DQB10501. The binding affinity (normalized) is 0.194. (7) The peptide sequence is AVKPAAEEVKVIPAG. The MHC is HLA-DQA10104-DQB10503 with pseudo-sequence HLA-DQA10104-DQB10503. The binding affinity (normalized) is 0.